Predict the reactants needed to synthesize the given product. From a dataset of Full USPTO retrosynthesis dataset with 1.9M reactions from patents (1976-2016). Given the product [OH:2][C:3]1[CH:4]=[C:5]([NH:11][S:12]([CH3:15])(=[O:14])=[O:13])[CH:6]=[C:7]([OH:9])[CH:8]=1, predict the reactants needed to synthesize it. The reactants are: C[O:2][C:3]1[CH:4]=[C:5]([NH:11][S:12]([CH3:15])(=[O:14])=[O:13])[CH:6]=[C:7]([O:9]C)[CH:8]=1.B(Br)(Br)Br.